This data is from Catalyst prediction with 721,799 reactions and 888 catalyst types from USPTO. The task is: Predict which catalyst facilitates the given reaction. (1) Product: [ClH:16].[F:1][CH:2]([F:15])[C@@H:3]1[CH2:7][CH2:6][NH:5][CH2:4]1. The catalyst class is: 12. Reactant: [F:1][CH:2]([F:15])[C@@H:3]1[CH2:7][CH2:6][N:5](C(OC(C)(C)C)=O)[CH2:4]1.[ClH:16]. (2) Reactant: [N+:1]([C:4]1[CH:9]=[CH:8][C:7]([S:10](Cl)(=[O:12])=[O:11])=[CH:6][CH:5]=1)([O-:3])=[O:2].Cl.[CH3:15][NH:16][CH3:17].C(N(C(C)C)C)(C)C. Product: [CH3:15][N:16]([CH3:17])[S:10]([C:7]1[CH:8]=[CH:9][C:4]([N+:1]([O-:3])=[O:2])=[CH:5][CH:6]=1)(=[O:12])=[O:11]. The catalyst class is: 4.